From a dataset of Forward reaction prediction with 1.9M reactions from USPTO patents (1976-2016). Predict the product of the given reaction. Given the reactants [CH2:1]([C:3]1[CH:10]=[CH:9][C:6]([C:7]#[N:8])=[CH:5][N:4]=1)[CH3:2].[Br:11]N1C(=O)CCC1=O.N(C(C)(C)C#N)=NC(C)(C)C#N, predict the reaction product. The product is: [Br:11][CH:1]([C:3]1[CH:10]=[CH:9][C:6]([C:7]#[N:8])=[CH:5][N:4]=1)[CH3:2].